From a dataset of Experimentally validated miRNA-target interactions with 360,000+ pairs, plus equal number of negative samples. Binary Classification. Given a miRNA mature sequence and a target amino acid sequence, predict their likelihood of interaction. (1) The miRNA is hsa-miR-6715b-3p with sequence CUCAAACCGGCUGUGCCUGUGG. The protein sequence of the target gene is MSASAGGSHQPSQSRAIPTRTVAISDAAQLPQDYCTTPGGTLFSTTPGGTRIIYDRKFLLDRRNSPMAQTPPCHLPNIPGVTSPGALIEDSKVEVNNLNNLNNHDRKHAVGDEAQFEMDI. Result: 0 (no interaction). (2) The miRNA is rno-miR-18a-5p with sequence UAAGGUGCAUCUAGUGCAGAUAG. The protein sequence of the target gene is MADTTPEPCGQLMVHSDTHSDTVLASLEDQRKKGFLCDITLIVENVHFRAHKALLAASSEYFSMMFAEEGEIGQSIYMLEGMVADTFGILLEFIYTGYLHASEKTTEQILATAQFLKVYDLVKAYADFQDNHSAPKPPALNCTGTPVVVISNKKNDPLKRKRGRPRKANGLQEGRSELAAEGELQLRVNNSVQNRQNFVFKEEDSVKLSEQTPEDKESEPAGEPGSVEEVPAEKDENFDPKAGDGQESQSRCSRRRIRRSVKLKDYKLLGDEDDQSTAKRLCGRKKRSSGPEARCKDCDR.... Result: 0 (no interaction). (3) The miRNA is hsa-miR-6785-5p with sequence UGGGAGGGCGUGGAUGAUGGUG. The protein sequence of the target gene is MSSKKNRKRLNQSAENGSSLPSAASSCAEARAPSAGSDFAATSGTLTVTNLLEKVDDKIPKTFQNSLIHLGLNTMKSANICIGRPVLLTSLNGKQEVYTAWPMAGFPGGKVGLSEMAQKNVGVRPGDAIQVQPLVGAVLQAEEMDVALSDKDMEINEEELTGCILRKLDGKIVLPGNFLYCTFYGRPYKLQVLRVKGADGMILGGPQSDSDTDAQRMAFEQSSMETSSLELSLQLSQLDLEDTQIPTSRSTPYKPIDDRITNKASDVLLDVTQSPGDGSGLMLEEVTGLKCNFESAREGN.... Result: 1 (interaction). (4) The miRNA is mmu-miR-18b-5p with sequence UAAGGUGCAUCUAGUGCUGUUAG. The protein sequence of the target gene is MYRSTKGASKARRDQINAEIRNLKELLPLAEADKVRLSYLHIMSLACIYTRKGVFFAGGTPLAGPTGLLSAQELEDIVAALPGFLLVFTAEGKLLYLSESVSEHLGHSMVDLVAQGDSIYDIIDPADHLTVRQQLTMPSALDADRLFRCRFNTSKSLRRQSSGNKLVLIRGRFHAHPPGAYWAGNPVFTAFCAPLEPRPRPGPGPGPGPGPASLFLAMFQSRHAKDLALLDVSESVLIYLGFERSELLCKSWYGLLHPEDLAQASSQHYRLLAESGDIQAEMVVRLQAKHGGWTWIYCML.... Result: 0 (no interaction). (5) The miRNA is hsa-miR-6794-3p with sequence CUCACUCUCAGUCCCUCCCU. The protein sequence of the target gene is MEVGGDTAAPAPGGAEDLEDTQFPSEEAREGGGVHAVPPDPEDEGLEETGSKDKDQPPSPSPPPQSEALSSTSRLWSPAAPENSPTCSPESSSGGQGGDPSDEEWRSQRKHVFVLSEAGKPIYSRYGSVEALSATMGVMTALVSFVQSAGDAIRAIYAEDHKLVFLQQGPLLLVAMSRTSQSAAQLRGELLAVHAQIVSTLTRASVARIFAHKQNYDLRRLLAGSERTLDRLLDSMEQDPGALLLGAVRCVPLARPLRDALGALLRRCTAPGLALSVLAVGGRLITAAQERNVLAECRLD.... Result: 1 (interaction). (6) The miRNA is mmu-miR-590-3p with sequence UAAUUUUAUGUAUAAGCUAGU. The protein sequence of the target gene is MEVSGHPQARRCCPEALGKLFPGLCFLCFLVTYALVGAVVFSAIEDGQVLVAADDGEFEKFLEELCRILNCSETVVEDRKQDLQGHLQKVKPQWFNRTTHWSFLSSLFFCCTVFSTVGYGYIYPVTRLGKYLCMLYALFGIPLMFLVLTDTGDILATILSTSYNRFRKFPFFTRPLLSKWCPKSLFKKKPDPKPADEAVPQIIISAEELPGPKLGTCPSRPSCSMELFERSHALEKQNTLQLPPQAMERSNSCPELVLGRLSYSIISNLDEVGQQVERLDIPLPIIALIVFAYISCAAAI.... Result: 0 (no interaction). (7) The miRNA is hsa-miR-24-2-5p with sequence UGCCUACUGAGCUGAAACACAG. The protein sequence of the target gene is MSYDYHQSWSRDGGPRGSGQGSSGGGGGGSRGSGGGGGGRGGRGRHPAHLKGREIGLWYAKKQTQKNKEAERQERAVVHMDERREEQIVQLLNSVQAKTDKDSEAQISWFAPEDHGYGTEVSSEKKINSEKKLDNQEKKLLNQEKKTFRITDKSYIDRDSEYLLQENEPNLSLDQHLLEDLQRKKTDPRYIEMQRFRKKLPSYGMQKELVNLINNHQVTVISGETGCGKTTQVTQFILDNYIERGKGSACRIVCTQPRRISAISVAERVATERAESCGNGNSTGYQIRLQSRLPRKQGSI.... Result: 0 (no interaction). (8) The miRNA is hsa-miR-210-5p with sequence AGCCCCUGCCCACCGCACACUG. The protein sequence of the target gene is METPFYGEEALSGLAAGASSVAGATGAPGGGGFAPPGRAFPGAPPTSSMLKKDALTLSLAEQGAAGLKPGSATAPSALRPDGAPDGLLASPDLGLLKLASPELERLIIQSNGLVTTTPTSTQFLYPKVAASEEQEFAEGFVKALEDLHKQSQLGAATAATSGAPAPPAPADLAATPGATETPVYANLSSFAGGAGPPGGAATVAFAAEPVPFPPPPGALGPPPPPHPPRLAALKDEPQTVPDVPSFGDSPPLSPIDMDTQERIKAERKRLRNRIAASKCRKRKLERISRLEEKVKTLKSQ.... Result: 0 (no interaction). (9) The protein sequence of the target gene is MGQALSIKSCDFHAAENNEEHYTKAISSQHLTLRRGQSFTITLNFRAPTHTFLSALKKVALIAQTGEQPSKINKTQAIFPISSLGDQKGWSAAVEERDAQHWTVSVTTPVDAVIGHYSLLLQVSGKKQYPLGQFTLLFNPWNRDDAVFLQNEAERTEYVLNQNGFIYLGTADCIQEEPWDFGQFEKDVMDLSLKLLSMDKQVKDWNQPAHVARVVGALLHALKKKSVLPISQTQAAQEGALLYKRRGSVPILRQWLTGQGRAVYETQAWVSAAVACTVLRCLGIPARVVTTFDSAQGTVG.... Result: 0 (no interaction). The miRNA is hsa-miR-1825 with sequence UCCAGUGCCCUCCUCUCC. (10) The miRNA is hsa-miR-1258 with sequence AGUUAGGAUUAGGUCGUGGAA. Result: 0 (no interaction). The protein sequence of the target gene is MPRRRPPASGAAQFPERIATRSPDPIPLCTFQRQPRAAPVQPPCRLFFVTFAGCGHRWRSESKPGWISRSRSGIALRAARPPGSSPPRPAAPRPPPPGGVVAEAPGDVVIPRPRVQPMRVARGGPWTPNPAFREAESWSQIGNQRVSEQLLETSLGNEVSDTEPLSPASAGLRRNPALPPGPFAQNFSWGNQENLPPALGKIANGGGTGAGKAECGYETESHLLEPHEIPLNVNTHKFSDCEFPYEFCTVCFSPFKLLGMSGVEGVWNQHSRSASMHTFLNHSATGIREAGCRKDMPVSE....